From a dataset of Full USPTO retrosynthesis dataset with 1.9M reactions from patents (1976-2016). Predict the reactants needed to synthesize the given product. (1) Given the product [CH3:8][O:9][C:10](=[O:30])[CH2:11][C:12]1[C:21]([CH3:22])=[C:20]([CH:23]2[CH2:24][CH2:25][N:26]([S:48]([CH2:47][C:44]3[CH:45]=[CH:46][C:41]([Cl:40])=[CH:42][CH:43]=3)(=[O:49])=[O:50])[CH2:27][CH2:28]2)[C:19]2[C:14](=[CH:15][CH:16]=[C:17]([F:29])[CH:18]=2)[CH:13]=1, predict the reactants needed to synthesize it. The reactants are: FC(F)(F)C(O)=O.[CH3:8][O:9][C:10](=[O:30])[CH2:11][C:12]1[C:21]([CH3:22])=[C:20]([CH:23]2[CH2:28][CH2:27][NH:26][CH2:25][CH2:24]2)[C:19]2[C:14](=[CH:15][CH:16]=[C:17]([F:29])[CH:18]=2)[CH:13]=1.C(N(CC)C(C)C)(C)C.[Cl:40][C:41]1[CH:46]=[CH:45][C:44]([CH2:47][S:48](Cl)(=[O:50])=[O:49])=[CH:43][CH:42]=1. (2) Given the product [N+:16]([C:15]1[C:10]([NH:9][CH2:8][C@H:5]2[CH2:4][CH2:3][C@H:2]([NH:1][CH2:34][C@H:33]([C:35]3[CH:36]=[N:37][CH:38]=[CH:39][CH:40]=3)[OH:32])[CH2:7][CH2:6]2)=[N:11][C:12]([NH:19][CH2:20][C:21]2[CH:26]=[CH:25][CH:24]=[CH:23][C:22]=2[O:27][C:28]([F:30])([F:31])[F:29])=[N:13][CH:14]=1)([O-:18])=[O:17], predict the reactants needed to synthesize it. The reactants are: [NH2:1][C@H:2]1[CH2:7][CH2:6][C@H:5]([CH2:8][NH:9][C:10]2[C:15]([N+:16]([O-:18])=[O:17])=[CH:14][N:13]=[C:12]([NH:19][CH2:20][C:21]3[CH:26]=[CH:25][CH:24]=[CH:23][C:22]=3[O:27][C:28]([F:31])([F:30])[F:29])[N:11]=2)[CH2:4][CH2:3]1.[O:32]1[CH2:34][C@@H:33]1[C:35]1[CH:36]=[N:37][CH:38]=[CH:39][CH:40]=1.Cl([O-])(=O)(=O)=O.[Li+]. (3) Given the product [C:35]([N:18]([CH2:19][CH:20]1[CH2:21][CH2:22]1)[C:16]1[CH:15]=[C:10]([CH:9]=[C:8]([O:7][C:6]2[CH:5]=[CH:4][C:3]([C:1]#[N:2])=[CH:24][CH:23]=2)[CH:17]=1)[C:11]([O:13][CH3:14])=[O:12])(=[O:37])[CH3:36], predict the reactants needed to synthesize it. The reactants are: [C:1]([C:3]1[CH:24]=[CH:23][C:6]([O:7][C:8]2[CH:9]=[C:10]([CH:15]=[C:16]([NH:18][CH2:19][CH:20]3[CH2:22][CH2:21]3)[CH:17]=2)[C:11]([O:13][CH3:14])=[O:12])=[CH:5][CH:4]=1)#[N:2].C(Cl)(Cl)Cl.N1C=CC=CC=1.[C:35](OC(=O)C)(=[O:37])[CH3:36]. (4) Given the product [CH3:1][CH:2]1[CH:7]([C:8]2[N:9]=[C:10]([NH:13][C:14]3[C:19]([O:20][C:21]4[CH:26]=[CH:25][CH:24]=[CH:23][CH:22]=4)=[CH:18][C:17]([S:27][C:28]4[CH:33]=[CH:32][CH:31]=[CH:30][N:29]=4)=[CH:16][N:15]=3)[S:11][CH:12]=2)[CH2:6][CH2:5][NH:4][CH2:3]1, predict the reactants needed to synthesize it. The reactants are: [CH3:1][CH:2]1[CH:7]([C:8]2[N:9]=[C:10]([NH:13][C:14]3[C:19]([O:20][C:21]4[CH:26]=[CH:25][CH:24]=[CH:23][CH:22]=4)=[CH:18][C:17]([S:27][C:28]4[CH:33]=[CH:32][CH:31]=[CH:30][N:29]=4)=[CH:16][N:15]=3)[S:11][CH:12]=2)[CH2:6][CH2:5][N:4](C(OC(C)(C)C)=O)[CH2:3]1.C(Cl)Cl.CO.Cl. (5) Given the product [CH2:2]([O:9][C:10]1[CH:11]=[C:12]([N:16]2[CH2:21][CH2:20][N:19]([C:49]([C:50]3[N:25]([C:26]4[CH:31]=[CH:30][CH:29]=[CH:28][CH:27]=4)[N:24]=[C:36]([CH3:35])[CH:37]=3)=[O:51])[CH2:18][CH2:17]2)[CH:13]=[N:14][CH:15]=1)[C:3]1[CH:8]=[CH:7][CH:6]=[CH:5][CH:4]=1, predict the reactants needed to synthesize it. The reactants are: Cl.[CH2:2]([O:9][C:10]1[CH:11]=[C:12]([N:16]2[CH2:21][CH2:20][NH:19][CH2:18][CH2:17]2)[CH:13]=[N:14][CH:15]=1)[C:3]1[CH:8]=[CH:7][CH:6]=[CH:5][CH:4]=1.ON1[C:27]2[CH:28]=[CH:29][CH:30]=[CH:31][C:26]=2[N:25]=[N:24]1.Cl.CN(C)[CH2:35][CH2:36][CH2:37]N=C=NCC.C(N([CH2:49][CH3:50])CC)C.[OH2:51]. (6) Given the product [CH3:1][N:2]([C:4]1[CH:5]=[C:6]([CH2:18][C:19](=[O:20])[CH3:21])[CH:7]=[CH:8][CH:9]=1)[CH3:3], predict the reactants needed to synthesize it. The reactants are: [CH3:1][N:2]([C:4]1[CH:5]=[C:6](Cl)[CH:7]=[CH:8][CH:9]=1)[CH3:3].P.C([O-])([O-])=O.[Cs+].[Cs+].[CH3:18][C:19]([CH3:21])=[O:20]. (7) The reactants are: [C:1]([O:5][C:6](=[O:19])[NH:7][C:8]1[CH:13]=[CH:12][C:11]([C:14]([F:17])([F:16])[F:15])=[CH:10][C:9]=1[NH2:18])([CH3:4])([CH3:3])[CH3:2].C([O:24][C:25](=O)[CH2:26][C:27]([C:29]1[CH:34]=[CH:33][CH:32]=[C:31]([C:35]2[CH:36]=[N:37][CH:38]=[CH:39][C:40]=2[CH3:41])[CH:30]=1)=[O:28])(C)(C)C. Given the product [C:1]([O:5][C:6](=[O:19])[NH:7][C:8]1[CH:13]=[CH:12][C:11]([C:14]([F:17])([F:16])[F:15])=[CH:10][C:9]=1[NH:18][C:25](=[O:24])[CH2:26][C:27]([C:29]1[CH:34]=[CH:33][CH:32]=[C:31]([C:35]2[CH:36]=[N:37][CH:38]=[CH:39][C:40]=2[CH3:41])[CH:30]=1)=[O:28])([CH3:4])([CH3:2])[CH3:3], predict the reactants needed to synthesize it. (8) The reactants are: [CH2:1]([C@H:4]1[O:9][C@@H:8]([CH3:10])[CH2:7][N:6](CC2C=CC=CC=2)[CH2:5]1)[CH:2]=[CH2:3].[F:18][C:19]([F:24])([F:23])[C:20]([OH:22])=[O:21]. Given the product [F:18][C:19]([F:24])([F:23])[C:20]([OH:22])=[O:21].[CH3:10][C@H:8]1[O:9][C@@H:4]([CH2:1][CH2:2][CH3:3])[CH2:5][NH:6][CH2:7]1, predict the reactants needed to synthesize it.